This data is from Forward reaction prediction with 1.9M reactions from USPTO patents (1976-2016). The task is: Predict the product of the given reaction. (1) Given the reactants [OH:1][C:2]1[CH:3]=[C:4]([CH:8]=[CH:9][C:10]=1[CH3:11])[C:5]([OH:7])=[O:6].[C:12](OC(=O)C)(=[O:14])[CH3:13], predict the reaction product. The product is: [C:12]([O:1][C:2]1[CH:3]=[C:4]([CH:8]=[CH:9][C:10]=1[CH3:11])[C:5]([OH:7])=[O:6])(=[O:14])[CH3:13]. (2) Given the reactants [Cl:1][C:2]1[CH:7]=[CH:6][CH:5]=[C:4]([Cl:8])[C:3]=1[N:9]=[C:10]=[S:11].C1COCC1.[NH2:17][C@@H:18]1[CH2:23][CH2:22][CH2:21][CH2:20][C@H:19]1[NH2:24].Cl, predict the reaction product. The product is: [NH2:17][CH:18]1[CH2:23][CH2:22][CH2:21][CH2:20][CH:19]1[NH:24][C:10]([NH:9][C:3]1[C:2]([Cl:1])=[CH:7][CH:6]=[CH:5][C:4]=1[Cl:8])=[S:11]. (3) The product is: [F:1][C:2]1[CH:7]=[CH:6][CH:5]=[CH:4][C:3]=1[N:8]1[C:16]2[C:11](=[C:12]([N:17]3[CH2:21][CH2:20][N:19]([C:31]([O:33][CH:34]([CH3:36])[CH3:35])=[O:32])[C:18]3=[O:22])[CH:13]=[CH:14][CH:15]=2)[CH:10]=[N:9]1. Given the reactants [F:1][C:2]1[CH:7]=[CH:6][CH:5]=[CH:4][C:3]=1[N:8]1[C:16]2[C:11](=[C:12]([N:17]3[CH2:21][CH2:20][NH:19][C:18]3=[O:22])[CH:13]=[CH:14][CH:15]=2)[CH:10]=[N:9]1.C(N(CC)CC)C.Cl[C:31]([O:33][CH:34]([CH3:36])[CH3:35])=[O:32], predict the reaction product. (4) Given the reactants [Cl:1][C:2]1[CH:10]=[C:9]2[C:5]([C:6]([C:11]([N:13]3[CH2:18][CH2:17][C:16]4([C:22]5[CH:23]=[CH:24][C:25]([F:27])=[CH:26][C:21]=5[C:20](=[O:28])[O:19]4)[CH2:15][CH2:14]3)=[O:12])=[CH:7][NH:8]2)=[CH:4][CH:3]=1.Br[CH2:30][C:31]([C:33]1[N:34]=[C:35]([C:39]2[CH:44]=[CH:43][CH:42]=[CH:41][CH:40]=2)[O:36][C:37]=1[CH3:38])=[O:32], predict the reaction product. The product is: [Cl:1][C:2]1[CH:10]=[C:9]2[C:5]([C:6]([C:11]([N:13]3[CH2:18][CH2:17][C:16]4([C:22]5[CH:23]=[CH:24][C:25]([F:27])=[CH:26][C:21]=5[C:20](=[O:28])[O:19]4)[CH2:15][CH2:14]3)=[O:12])=[CH:7][N:8]2[CH2:30][C:31]([C:33]2[N:34]=[C:35]([C:39]3[CH:44]=[CH:43][CH:42]=[CH:41][CH:40]=3)[O:36][C:37]=2[CH3:38])=[O:32])=[CH:4][CH:3]=1. (5) Given the reactants [Cl:1][C:2]1[C:3]([O:29][C:30]2[CH:31]=[C:32]([C:43]3[CH:48]=[CH:47][CH:46]=[C:45]([F:49])[CH:44]=3)[C:33]([Cl:42])=[CH:34][C:35]=2[C:36]2[CH:41]=[CH:40][N:39]=[N:38][CH:37]=2)=[CH:4][C:5]([F:28])=[C:6]([S:8]([N:11](CC2C=CC(OC)=CC=2OC)[C:12]2[S:13][CH:14]=[N:15][N:16]=2)(=[O:10])=[O:9])[CH:7]=1, predict the reaction product. The product is: [Cl:1][C:2]1[C:3]([O:29][C:30]2[CH:31]=[C:32]([C:43]3[CH:48]=[CH:47][CH:46]=[C:45]([F:49])[CH:44]=3)[C:33]([Cl:42])=[CH:34][C:35]=2[C:36]2[CH:41]=[CH:40][N:39]=[N:38][CH:37]=2)=[CH:4][C:5]([F:28])=[C:6]([S:8]([NH:11][C:12]2[S:13][CH:14]=[N:15][N:16]=2)(=[O:10])=[O:9])[CH:7]=1. (6) Given the reactants CC[N:3]([CH:7](C)C)C(C)C.[Cl:10][C:11]1[CH:12]=[N:13][C:14]2[C:19]([N:20]=1)=[CH:18][C:17]([C:21](Cl)=[O:22])=[CH:16][CH:15]=2.ClC1C=NC2C(=CC=C([C:35](Cl)=[O:36])C=2)N=1, predict the reaction product. The product is: [Cl:10][C:11]1[CH:12]=[N:13][C:14]2[C:19]([N:20]=1)=[CH:18][C:17]([C:21]([N:3]([O:36][CH3:35])[CH3:7])=[O:22])=[CH:16][CH:15]=2. (7) Given the reactants [Br:1][C:2]1[C:3]([NH:9][C@H:10]([CH3:15])[C:11]([CH3:14])([OH:13])[CH3:12])=[N:4][C:5](Cl)=[N:6][CH:7]=1.[NH2:16][C:17]1[CH:18]=[C:19]([S:23]([CH3:26])(=[NH:25])=[O:24])[CH:20]=[CH:21][CH:22]=1.Cl, predict the reaction product. The product is: [Br:1][C:2]1[C:3]([NH:9][C@H:10]([CH3:15])[C:11]([OH:13])([CH3:14])[CH3:12])=[N:4][C:5]([NH:16][C:17]2[CH:18]=[C:19]([S:23]([CH3:26])(=[NH:25])=[O:24])[CH:20]=[CH:21][CH:22]=2)=[N:6][CH:7]=1. (8) Given the reactants [Br:1][C:2]1[CH:7]=[CH:6][C:5]([S:8]([NH:11][CH:12]2[CH2:17][CH2:16][O:15][CH2:14][CH2:13]2)(=[O:10])=[O:9])=[C:4]([CH3:18])[CH:3]=1.BrC1C=CC(S(NC2CCOCC2)(=O)=O)=C(CBr)C=1.C(=O)(O)[O-].[Na+], predict the reaction product. The product is: [Br:1][C:2]1[CH:7]=[CH:6][C:5]2[S:8](=[O:9])(=[O:10])[N:11]([CH:12]3[CH2:17][CH2:16][O:15][CH2:14][CH2:13]3)[CH2:18][C:4]=2[CH:3]=1. (9) The product is: [NH:13]1[C:14]2[C:19](=[CH:18][CH:17]=[CH:16][CH:15]=2)[CH:11]=[C:12]1[NH2:40]. Given the reactants C(OC([C:11]1[C:19]2[C:14](=[CH:15][CH:16]=[C:17](OS(C(F)(F)C(F)(F)C(F)(F)C(F)(F)F)(=O)=O)[CH:18]=2)[NH:13][C:12]=1C)=O)C1C=CC=CC=1.C([N:40](CC)CC)C.CN(CC#C)C.C(OCC)(=O)C.CO.C(N(CC)CC)C, predict the reaction product. (10) Given the reactants [CH:1]1([C:7]2[C:15]3[C:10](=[CH:11][C:12]([C:16]([OH:18])=[O:17])=[CH:13][CH:14]=3)[N:9]([CH2:19][C:20]([N:22]3[CH2:27][CH2:26][O:25][CH2:24][CH2:23]3)=[O:21])[C:8]=2[C:28]2[CH:33]=[CH:32][C:31]([C:34]3[CH:39]=[CH:38][C:37](N(C)C)=[CH:36][CH:35]=3)=[CH:30][CH:29]=2)[CH2:6][CH2:5][CH2:4][CH2:3][CH2:2]1.COC(C1C=C2C(C(C3CCCCC3)=[C:52](C3C=CC(OS(C(F)(F)F)(=O)=O)=CC=3)[N:53]2CC(N2CCOCC2)=O)=CC=1)=O.C(C1C=CC(B(O)O)=CC=1)#N, predict the reaction product. The product is: [C:52]([C:37]1[CH:36]=[CH:35][C:34]([C:31]2[CH:30]=[CH:29][C:28]([C:8]3[N:9]([CH2:19][C:20]([N:22]4[CH2:27][CH2:26][O:25][CH2:24][CH2:23]4)=[O:21])[C:10]4[C:15]([C:7]=3[CH:1]3[CH2:6][CH2:5][CH2:4][CH2:3][CH2:2]3)=[CH:14][CH:13]=[C:12]([C:16]([OH:18])=[O:17])[CH:11]=4)=[CH:33][CH:32]=2)=[CH:39][CH:38]=1)#[N:53].